The task is: Predict the reactants needed to synthesize the given product.. This data is from Full USPTO retrosynthesis dataset with 1.9M reactions from patents (1976-2016). (1) Given the product [CH3:21][C:16]1[CH:15]=[CH:14][C:13]2[C:18](=[CH:19][CH:20]=[C:11]([N:8]3[C:6]4[N:7]=[C:2]([NH:23][C@@H:24]5[CH2:28][CH2:27][C@@H:26]([C:29]([OH:31])=[O:30])[CH2:25]5)[N:3]=[CH:4][C:5]=4[N:10]=[N:9]3)[CH:12]=2)[N:17]=1, predict the reactants needed to synthesize it. The reactants are: Cl[C:2]1[N:3]=[CH:4][C:5]2[N:10]=[N:9][N:8]([C:11]3[CH:12]=[C:13]4[C:18](=[CH:19][CH:20]=3)[N:17]=[C:16]([CH3:21])[CH:15]=[CH:14]4)[C:6]=2[N:7]=1.Cl.[NH2:23][C@@H:24]1[CH2:28][CH2:27][C@@H:26]([C:29]([OH:31])=[O:30])[CH2:25]1.C(N(C(C)C)C(C)C)C. (2) Given the product [Br:1][C:2]1[C:8]([Cl:9])=[CH:7][CH:6]=[CH:5][C:3]=1[NH:4][N:10]=[C:16]([C:20]([O:22][CH2:23][CH3:24])=[O:21])[CH2:17][CH2:18][CH2:19][C:15]([OH:14])=[O:25], predict the reactants needed to synthesize it. The reactants are: [Br:1][C:2]1[C:8]([Cl:9])=[CH:7][CH:6]=[CH:5][C:3]=1[NH2:4].[N:10]([O-])=O.[Na+].[O:14]=[C:15]1[CH2:19][CH2:18][CH2:17][CH:16]1[C:20]([O:22][CH2:23][CH3:24])=[O:21].[OH2:25]. (3) Given the product [OH:39][CH2:38][CH2:37][NH:36][C:27]([NH:26][C:16]1[C:17]([CH3:25])=[C:18]([C:19]2[CH:20]=[CH:21][CH:22]=[CH:23][CH:24]=2)[C:13]2[O:12][CH2:11][CH:10]([C:7]3[CH:8]=[CH:9][C:4]([CH:1]([CH3:2])[CH3:3])=[CH:5][CH:6]=3)[C:14]=2[C:15]=1[CH3:35])=[O:34], predict the reactants needed to synthesize it. The reactants are: [CH:1]([C:4]1[CH:9]=[CH:8][C:7]([CH:10]2[C:14]3[C:15]([CH3:35])=[C:16]([NH:26][C:27](=[O:34])OCC(Cl)(Cl)Cl)[C:17]([CH3:25])=[C:18]([C:19]4[CH:24]=[CH:23][CH:22]=[CH:21][CH:20]=4)[C:13]=3[O:12][CH2:11]2)=[CH:6][CH:5]=1)([CH3:3])[CH3:2].[NH2:36][CH2:37][CH2:38][OH:39]. (4) Given the product [C:1]1([C:15]2[CH:20]=[CH:19][CH:18]=[CH:17][CH:16]=2)[CH:6]=[CH:5][C:4]([S:7]([O:10][CH2:11][C:12]([Cl:23])=[O:13])(=[O:9])=[O:8])=[CH:3][CH:2]=1, predict the reactants needed to synthesize it. The reactants are: [C:1]1([C:15]2[CH:20]=[CH:19][CH:18]=[CH:17][CH:16]=2)[CH:6]=[CH:5][C:4]([S:7]([O:10][CH2:11][C:12](O)=[O:13])(=[O:9])=[O:8])=[CH:3][CH:2]=1.S(Cl)([Cl:23])=O. (5) Given the product [C:1]([O:5][C:6]([N:8]1[CH2:13][CH2:12][CH:11]([C:14]2[NH:15][C:16]3[C:21]([CH:22]=2)=[CH:20][C:19]([CH2:23][OH:24])=[CH:18][C:17]=3[N+:26]([O-:28])=[O:27])[CH2:10][CH2:9]1)=[O:7])([CH3:4])([CH3:2])[CH3:3], predict the reactants needed to synthesize it. The reactants are: [C:1]([O:5][C:6]([N:8]1[CH2:13][CH2:12][CH:11]([C:14]2[NH:15][C:16]3[C:21]([CH:22]=2)=[CH:20][C:19]([C:23](O)=[O:24])=[CH:18][C:17]=3[N+:26]([O-:28])=[O:27])[CH2:10][CH2:9]1)=[O:7])([CH3:4])([CH3:3])[CH3:2].CN1CCOCC1.C(OC(Cl)=O)C(C)C.[BH4-].[Na+].Cl.